Predict the product of the given reaction. From a dataset of Forward reaction prediction with 1.9M reactions from USPTO patents (1976-2016). Given the reactants [Cl:1][C:2]1[CH:3]=[CH:4][CH:5]=[C:6]2[C:10]=1[N:9]([CH:11]1[CH2:16][CH2:15][CH2:14][CH2:13][CH2:12]1)[N:8]=[C:7]2[C:17]1[CH:22]=[CH:21][C:20]([O:23]C)=[CH:19][CH:18]=1.B(Br)(Br)Br.C1CCCCC=1, predict the reaction product. The product is: [Cl:1][C:2]1[CH:3]=[CH:4][CH:5]=[C:6]2[C:10]=1[N:9]([CH:11]1[CH2:16][CH2:15][CH2:14][CH2:13][CH2:12]1)[N:8]=[C:7]2[C:17]1[CH:18]=[CH:19][C:20]([OH:23])=[CH:21][CH:22]=1.